This data is from Full USPTO retrosynthesis dataset with 1.9M reactions from patents (1976-2016). The task is: Predict the reactants needed to synthesize the given product. (1) The reactants are: C(C1C(=O)C(Cl)=C(Cl)C(=O)C=1C#N)#N.C1C=CC(P(C2C=CC=CC=2)C2C=CC=CC=2)=CC=1.[Br:34][C:35]1[CH:44]=[C:43]2[C:38]([NH:39][CH2:40][C@H:41]([CH2:45][CH2:46]O)[NH:42]2)=[CH:37][CH:36]=1. Given the product [Br:34][C:35]1[CH:36]=[CH:37][C:38]2[N:39]3[CH2:40][C@@H:41]([NH:42][C:43]=2[CH:44]=1)[CH2:45][CH2:46]3, predict the reactants needed to synthesize it. (2) Given the product [CH2:25]([Sn:20]([CH2:16][CH2:17][CH2:18][CH3:19])([CH2:21][CH2:22][CH2:23][CH3:24])[C:5]1[S:1][C:2]([C:11]2([OH:15])[CH2:14][CH2:13][CH2:12]2)=[N:3][CH:4]=1)[CH2:26][CH2:27][CH3:28], predict the reactants needed to synthesize it. The reactants are: [S:1]1[CH:5]=[CH:4][N:3]=[CH:2]1.C([Li])CCC.[C:11]1(=[O:15])[CH2:14][CH2:13][CH2:12]1.[CH2:16]([Sn:20](Cl)([CH2:25][CH2:26][CH2:27][CH3:28])[CH2:21][CH2:22][CH2:23][CH3:24])[CH2:17][CH2:18][CH3:19]. (3) Given the product [C:1]1([C:10]2[CH:15]=[CH:14][CH:13]=[CH:12][CH:11]=2)[CH:6]=[CH:5][CH:4]=[CH:3][C:2]=1[C:7]1[O:9][C:49]([C:50]2[CH:55]=[CH:54][CH:53]=[CH:52][CH:51]=2)=[N:57][N:58]=1, predict the reactants needed to synthesize it. The reactants are: [C:1]1([C:10]2[CH:15]=[CH:14][CH:13]=[CH:12][CH:11]=2)[C:2]([C:7]([OH:9])=O)=[CH:3][CH:4]=[CH:5][CH:6]=1.C(N(C(C)C)CC)(C)C.F[P-](F)(F)(F)(F)F.N1(OC(N(C)C)=[N+](C)C)C2N=CC=CC=2N=N1.[C:49]([NH:57][NH2:58])(=O)[C:50]1[CH:55]=[CH:54][CH:53]=[CH:52][CH:51]=1.CC1C=CC(S(Cl)(=O)=O)=CC=1.[OH-].[NH4+]. (4) Given the product [Cl:1][C:2]1[C:3]([CH3:9])=[C:4]([Cl:8])[CH:5]=[CH:6][C:7]=1[S:11]([Cl:10])(=[O:13])=[O:12], predict the reactants needed to synthesize it. The reactants are: [Cl:1][C:2]1[CH:7]=[CH:6][CH:5]=[C:4]([Cl:8])[C:3]=1[CH3:9].[Cl:10][S:11](O)(=[O:13])=[O:12]. (5) The reactants are: [C:1]1([N:7]2[C:11]3[C:12]4[S:13][C:14]([NH:18]C(=O)C)=[N:15][C:16]=4[CH2:17][C:10]=3[CH:9]=[N:8]2)[CH:6]=[CH:5][CH:4]=[CH:3][CH:2]=1.Cl. Given the product [C:1]1([N:7]2[C:11]3[C:12]4[S:13][C:14]([NH2:18])=[N:15][C:16]=4[CH2:17][C:10]=3[CH:9]=[N:8]2)[CH:2]=[CH:3][CH:4]=[CH:5][CH:6]=1, predict the reactants needed to synthesize it.